Predict the reaction yield, written as a fraction of the theoretical maximum amount of product (1.0 means a 100% yield; for example, 0.34 means a 34% yield). From a dataset of Reaction yield outcomes from USPTO patents with 853,638 reactions. (1) The reactants are C([O:3][C:4](=[O:21])[CH:5]([CH:7]1[CH2:12][CH2:11][CH:10]([CH2:13][C:14]([O:16][C:17]([CH3:20])([CH3:19])[CH3:18])=[O:15])[CH2:9][CH2:8]1)[CH3:6])C.[OH-].[Na+]. No catalyst specified. The product is [C:17]([O:16][C:14]([CH2:13][CH:10]1[CH2:9][CH2:8][CH:7]([CH:5]([CH3:6])[C:4]([OH:21])=[O:3])[CH2:12][CH2:11]1)=[O:15])([CH3:20])([CH3:18])[CH3:19]. The yield is 0.780. (2) The reactants are [Cl:1][CH2:2][C:3]1[N:4]=[C:5]([C:9]2[CH:14]=[CH:13][C:12]([CH3:15])=[CH:11][CH:10]=2)[O:6][C:7]=1[CH3:8].[C:16]1([P:22]([C:29]2[CH:34]=[CH:33][CH:32]=[CH:31][CH:30]=2)[C:23]2[CH:28]=[CH:27][CH:26]=[CH:25][CH:24]=2)[CH:21]=[CH:20][CH:19]=[CH:18][CH:17]=1. The catalyst is C(#N)C. The product is [Cl-:1].[CH3:8][C:7]1[O:6][C:5]([C:9]2[CH:14]=[CH:13][C:12]([CH3:15])=[CH:11][CH:10]=2)=[N:4][C:3]=1[CH2:2][P+:22]([C:23]1[CH:24]=[CH:25][CH:26]=[CH:27][CH:28]=1)([C:29]1[CH:34]=[CH:33][CH:32]=[CH:31][CH:30]=1)[C:16]1[CH:17]=[CH:18][CH:19]=[CH:20][CH:21]=1. The yield is 0.860. (3) The reactants are [C:1]([C:4]1[C:9]([C:10]2[CH:15]=[CH:14][CH:13]=[CH:12][CH:11]=2)=[N:8][N:7]([CH2:16][CH3:17])[C:6](=[O:18])[C:5]=1[N+:19]([O-])=O)(=[O:3])[CH3:2].N[C:23]1[CH:28]=[N:27][CH:26]=[CH:25][N:24]=1. The catalyst is C(O)C. The product is [C:1]([C:4]1[C:9]([C:10]2[CH:15]=[CH:14][CH:13]=[CH:12][CH:11]=2)=[N:8][N:7]([CH2:16][CH3:17])[C:6](=[O:18])[C:5]=1[NH:19][C:23]1[CH:28]=[N:27][CH:26]=[CH:25][N:24]=1)(=[O:3])[CH3:2]. The yield is 0.136. (4) The reactants are I[C:2]1[CH:3]=[C:4]2[C:9](=[CH:10][CH:11]=1)[N:8]=[CH:7][N:6]=[C:5]2[O:12][C:13]1[CH:18]=[CH:17][CH:16]=[CH:15][CH:14]=1.[C:19]([C:21]1([OH:28])[CH2:26][CH2:25][N:24]([CH3:27])[CH2:23][CH2:22]1)#[CH:20].C1C=CC(P(C2C=CC=CC=2)C2C=CC=CC=2)=CC=1. The catalyst is CC([O-])=O.CC([O-])=O.[Pd+2].C(N(CC)CC)C. The product is [CH3:27][N:24]1[CH2:25][CH2:26][C:21]([C:19]#[C:20][C:2]2[CH:3]=[C:4]3[C:9](=[CH:10][CH:11]=2)[N:8]=[CH:7][N:6]=[C:5]3[O:12][C:13]2[CH:18]=[CH:17][CH:16]=[CH:15][CH:14]=2)([OH:28])[CH2:22][CH2:23]1. The yield is 0.680.